The task is: Predict the reactants needed to synthesize the given product.. This data is from Full USPTO retrosynthesis dataset with 1.9M reactions from patents (1976-2016). (1) Given the product [C:15]([C:18]1[CH:23]=[C:22]([C:2]2[CH:11]=[C:10]([C:12]([OH:14])=[O:13])[C:9]3[C:4](=[CH:5][CH:6]=[CH:7][CH:8]=3)[N:3]=2)[CH:21]=[CH:20][CH:19]=1)(=[O:17])[NH2:16], predict the reactants needed to synthesize it. The reactants are: Cl[C:2]1[CH:11]=[C:10]([C:12]([OH:14])=[O:13])[C:9]2[C:4](=[CH:5][CH:6]=[CH:7][CH:8]=2)[N:3]=1.[C:15]([C:18]1[CH:19]=[C:20](B(O)O)[CH:21]=[CH:22][CH:23]=1)(=[O:17])[NH2:16].CN1CCN(C2N=CC=CC=2B2OC(C)(C)C(C)(C)O2)CC1.CN1CCN(C2N=CC(C3C=C(C(O)=O)C4C(=CC=CC=4)N=3)=CC=2)CC1. (2) The reactants are: [F:1][C:2]([F:11])([F:10])[C@:3]([OH:9])([CH3:8])[C:4]([NH:6][NH2:7])=[O:5].[N:12]#[C:13]Br.C(=O)(O)[O-].[K+]. Given the product [NH2:12][C:13]1[O:5][C:4]([C@@:3]([OH:9])([CH3:8])[C:2]([F:10])([F:11])[F:1])=[N:6][N:7]=1, predict the reactants needed to synthesize it. (3) Given the product [CH3:17][C:14]1[CH:15]=[CH:16][C:11]([O:9][C:5]2[CH:4]=[C:3]([CH2:2][OH:1])[CH:8]=[CH:7][CH:6]=2)=[N:12][CH:13]=1, predict the reactants needed to synthesize it. The reactants are: [OH:1][CH2:2][C:3]1[CH:4]=[C:5]([OH:9])[CH:6]=[CH:7][CH:8]=1.F[C:11]1[CH:16]=[CH:15][C:14]([CH3:17])=[CH:13][N:12]=1.C(=O)([O-])[O-].[Cs+].[Cs+]. (4) Given the product [P:1]([F:5])([F:4])([O-:3])=[O:2].[Mg+2:15].[P:1]([F:5])([F:4])([O-:3])=[O:2].[P:1]([F:5])([F:4])([O-:3])=[O:2].[Li+:13], predict the reactants needed to synthesize it. The reactants are: [P:1]([F:5])([F:4])(=[O:3])[OH:2].F[P-](F)(F)(F)(F)F.[Li+:13].[Cl-].[Mg+2:15].[Cl-].C(=O)(OC)OC. (5) Given the product [NH:16]1[CH2:19][CH2:18][C@H:17]1[CH2:20][O:21][C:22]1[CH:23]=[C:24]([C:28]2[CH:29]=[C:30]([CH2:34][C@H:35]([OH:43])[CH2:36][C:37]3[CH:42]=[CH:41][CH:40]=[CH:39][CH:38]=3)[CH:31]=[CH:32][CH:33]=2)[CH:25]=[N:26][CH:27]=1, predict the reactants needed to synthesize it. The reactants are: FC(F)(F)C(O)=O.O.C(OC([N:16]1[CH2:19][CH2:18][C@H:17]1[CH2:20][O:21][C:22]1[CH:23]=[C:24]([C:28]2[CH:29]=[C:30]([CH2:34][C@H:35]([OH:43])[CH2:36][C:37]3[CH:42]=[CH:41][CH:40]=[CH:39][CH:38]=3)[CH:31]=[CH:32][CH:33]=2)[CH:25]=[N:26][CH:27]=1)=O)(C)(C)C. (6) Given the product [OH:1][CH2:2][CH2:3][N:4]1[C:5](=[O:17])[CH:6]=[CH:7][C:8]([CH:10]2[CH2:15][CH2:14][CH:13]([N:18]3[CH2:21][CH:20]([NH:22][C:23]([CH2:25][NH:26][C:27](=[O:38])[C:28]4[CH:33]=[CH:32][CH:31]=[C:30]([C:34]([F:37])([F:35])[F:36])[CH:29]=4)=[O:24])[CH2:19]3)[CH2:12][CH2:11]2)=[CH:9]1, predict the reactants needed to synthesize it. The reactants are: [OH:1][CH2:2][CH2:3][N:4]1[CH:9]=[C:8]([CH:10]2[CH2:15][CH2:14][C:13](=O)[CH2:12][CH2:11]2)[CH:7]=[CH:6][C:5]1=[O:17].[NH:18]1[CH2:21][CH:20]([NH:22][C:23]([CH2:25][NH:26][C:27](=[O:38])[C:28]2[CH:33]=[CH:32][CH:31]=[C:30]([C:34]([F:37])([F:36])[F:35])[CH:29]=2)=[O:24])[CH2:19]1.